From a dataset of Full USPTO retrosynthesis dataset with 1.9M reactions from patents (1976-2016). Predict the reactants needed to synthesize the given product. (1) Given the product [Cl:1][C:2]1[C:3]([N:15]([CH3:31])[CH:16]2[CH2:30][CH:19]3[CH2:20][NH:21][CH2:22][CH:18]3[CH2:17]2)=[N:4][C:5]([NH:8][C:9]2[CH:10]=[N:11][N:12]([CH3:14])[CH:13]=2)=[N:6][CH:7]=1, predict the reactants needed to synthesize it. The reactants are: [Cl:1][C:2]1[C:3]([N:15]([CH3:31])[CH:16]2[CH2:30][CH:19]3[CH2:20][N:21](C(OC(C)(C)C)=O)[CH2:22][CH:18]3[CH2:17]2)=[N:4][C:5]([NH:8][C:9]2[CH:10]=[N:11][N:12]([CH3:14])[CH:13]=2)=[N:6][CH:7]=1.Cl.CCOC(C)=O. (2) Given the product [Cl:1][C:2]1[C:3]2[CH:18]=[CH:17][N:16]([CH:22]([CH3:24])[CH3:23])[C:4]=2[N:5]=[C:6]([S:8][C:9]2[CH:10]=[CH:11][C:12]([F:15])=[CH:13][CH:14]=2)[N:7]=1, predict the reactants needed to synthesize it. The reactants are: [Cl:1][C:2]1[C:3]2[CH:18]=[CH:17][NH:16][C:4]=2[N:5]=[C:6]([S:8][C:9]2[CH:14]=[CH:13][C:12]([F:15])=[CH:11][CH:10]=2)[N:7]=1.[H-].[Na+].Br[CH:22]([CH3:24])[CH3:23].[I-].[Na+].